This data is from Forward reaction prediction with 1.9M reactions from USPTO patents (1976-2016). The task is: Predict the product of the given reaction. (1) The product is: [NH3:3].[CH2:1]([N:3]([CH2:7][C:8]1([C:14]2[CH:15]=[CH:16][C:17]([O:20][CH2:21][CH2:22][CH2:23][N:24]3[CH2:25][CH2:26][CH2:27][CH2:28]3)=[CH:18][CH:19]=2)[CH2:9][CH2:10][O:11][CH2:12][CH2:13]1)[CH2:4][CH3:5])[CH3:2]. Given the reactants [CH2:1]([N:3]([CH2:7][C:8]1([C:14]2[CH:19]=[CH:18][C:17]([O:20][CH2:21][CH2:22][CH2:23][N:24]3[CH2:28][CH2:27][CH2:26][CH2:25]3)=[CH:16][CH:15]=2)[CH2:13][CH2:12][O:11][CH2:10][CH2:9]1)[C:4](=O)[CH3:5])[CH3:2].[H-].[H-].[H-].[H-].[Li+].[Al+3].O.[OH-].[Na+], predict the reaction product. (2) Given the reactants [C:1]([NH:4][C:5]1[CH:6]=[C:7]([C:11]2[CH:16]=[N:15][CH:14]=[C:13](Cl)[N:12]=2)[CH:8]=[CH:9][CH:10]=1)(=[O:3])[CH3:2].[C:18]([C:22]1[N:23]=[C:24]([NH2:27])[S:25][CH:26]=1)([CH3:21])([CH3:20])[CH3:19].C1C=CC(P(C2C(C3C(P(C4C=CC=CC=4)C4C=CC=CC=4)=CC=C4C=3C=CC=C4)=C3C(C=CC=C3)=CC=2)C2C=CC=CC=2)=CC=1.CC(C)([O-])C.[Na+], predict the reaction product. The product is: [C:18]([C:22]1[N:23]=[C:24]([NH:27][C:13]2[N:12]=[C:11]([C:7]3[CH:6]=[C:5]([NH:4][C:1](=[O:3])[CH3:2])[CH:10]=[CH:9][CH:8]=3)[CH:16]=[N:15][CH:14]=2)[S:25][CH:26]=1)([CH3:21])([CH3:20])[CH3:19]. (3) Given the reactants Br[C:2]1[CH:3]=[C:4]([C:9]([OH:11])=O)[CH:5]=[N:6][C:7]=1Cl.[CH3:12][C:13]1[C:14]([CH2:19][OH:20])=[N:15][CH:16]=[CH:17][CH:18]=1.[F:21][C:22]1[CH:27]=[CH:26][C:25](B(O)O)=[CH:24][CH:23]=1.[NH2:31][C@@H:32]1[CH2:37][CH2:36][CH2:35][CH2:34][C@H:33]1[OH:38], predict the reaction product. The product is: [F:21][C:22]1[CH:27]=[CH:26][C:25]([C:2]2[C:7]([O:20][CH2:19][C:14]3[C:13]([CH3:12])=[CH:18][CH:17]=[CH:16][N:15]=3)=[N:6][CH:5]=[C:4]([CH:3]=2)[C:9]([NH:31][C@@H:32]2[CH2:37][CH2:36][CH2:35][CH2:34][C@H:33]2[OH:38])=[O:11])=[CH:24][CH:23]=1. (4) Given the reactants [Br:1][C:2]1[CH:3]=[N:4][N:5]([C:7]([CH3:12])([CH3:11])[C:8]([OH:10])=O)[CH:6]=1.[CH2:13]([NH2:17])[CH:14]([CH3:16])[CH3:15], predict the reaction product. The product is: [Br:1][C:2]1[CH:3]=[N:4][N:5]([C:7]([CH3:12])([CH3:11])[C:8]([NH:17][CH2:13][CH:14]([CH3:16])[CH3:15])=[O:10])[CH:6]=1. (5) Given the reactants [C:1]([O:5][C:6]([N:8]1[CH2:13][CH2:12][CH:11]([N:14]([CH3:23])[C:15]2([CH:18]3[CH2:22][CH2:21][NH:20][CH2:19]3)[CH2:17][CH2:16]2)[CH2:10][CH2:9]1)=[O:7])([CH3:4])([CH3:3])[CH3:2].[CH:24]1([N:27]2[C:36]3[C:31](=[CH:32][C:33]([F:40])=[C:34](F)[C:35]=3[O:37][CH3:38])[C:30](=[O:41])[C:29]([C:42]([OH:44])=[O:43])=[CH:28]2)[CH2:26][CH2:25]1.C1CCN2C(=NCCC2)CC1, predict the reaction product. The product is: [C:1]([O:5][C:6]([N:8]1[CH2:13][CH2:12][CH:11]([N:14]([CH3:23])[C:15]2([CH:18]3[CH2:22][CH2:21][N:20]([C:34]4[C:35]([O:37][CH3:38])=[C:36]5[C:31]([C:30](=[O:41])[C:29]([C:42]([OH:44])=[O:43])=[CH:28][N:27]5[CH:24]5[CH2:26][CH2:25]5)=[CH:32][C:33]=4[F:40])[CH2:19]3)[CH2:16][CH2:17]2)[CH2:10][CH2:9]1)=[O:7])([CH3:4])([CH3:3])[CH3:2].